This data is from Buchwald-Hartwig C-N cross coupling reaction yields with 55,370 reactions. The task is: Predict the reaction yield, written as a fraction of the theoretical maximum amount of product (1.0 means a 100% yield; for example, 0.34 means a 34% yield). The reactants are Brc1ccccn1.Cc1ccc(N)cc1.O=S(=O)(O[Pd]1c2ccccc2-c2ccccc2N~1)C(F)(F)F.CC(C)c1cc(C(C)C)c(-c2ccccc2P(C2CCCCC2)C2CCCCC2)c(C(C)C)c1.CN(C)C(=NC(C)(C)C)N(C)C.CCOC(=O)c1cc(OC)no1. No catalyst specified. The product is Cc1ccc(Nc2ccccn2)cc1. The yield is 0.455.